This data is from Full USPTO retrosynthesis dataset with 1.9M reactions from patents (1976-2016). The task is: Predict the reactants needed to synthesize the given product. (1) Given the product [CH3:19][CH:9]1[O:10][C:11]2[CH:16]=[CH:15][C:14]([O:4][CH3:1])=[CH:13][C:12]=2[O:7][CH2:8]1, predict the reactants needed to synthesize it. The reactants are: [C:1]([O-:4])([O-])=O.[K+].[K+].[O:7]1[C:12]2[CH:13]=[CH:14][C:15](O)=[CH:16][C:11]=2[O:10][CH2:9][CH2:8]1.I[CH3:19]. (2) Given the product [N:17]1([C:9]2([C:12]3[S:13][CH:14]=[CH:15][CH:16]=3)[CH2:10][CH2:11][C:6]3([CH2:5][C:4](=[O:3])[NH:22][CH2:21]3)[CH2:7][CH2:8]2)[CH2:20][CH2:19][CH2:18]1, predict the reactants needed to synthesize it. The reactants are: C([O:3][C:4](=O)[CH2:5][C:6]1([CH2:21][N+:22]([O-])=O)[CH2:11][CH2:10][C:9]([N:17]2[CH2:20][CH2:19][CH2:18]2)([C:12]2[S:13][CH:14]=[CH:15][CH:16]=2)[CH2:8][CH2:7]1)C.[Cl-].[NH4+].O. (3) Given the product [CH3:1][C:2]1[N:3]([NH:13][CH2:21][C:22]#[CH:23])[CH:4]=[C:5]([C:7]2[CH:8]=[N:9][CH:10]=[CH:11][CH:12]=2)[N:6]=1, predict the reactants needed to synthesize it. The reactants are: [CH3:1][C:2]1[N:3]([N:13]([CH2:21][C:22]#[CH:23])C(=O)OC(C)(C)C)[CH:4]=[C:5]([C:7]2[CH:8]=[N:9][CH:10]=[CH:11][CH:12]=2)[N:6]=1.FC(F)(F)C(O)=O.